Dataset: Catalyst prediction with 721,799 reactions and 888 catalyst types from USPTO. Task: Predict which catalyst facilitates the given reaction. (1) Reactant: Cl.[N+:2]([C:5]1[CH:6]=[C:7]([CH:15]=[CH:16][CH:17]=1)[O:8][CH:9]1[CH2:14][CH2:13][NH:12][CH2:11][CH2:10]1)([O-:4])=[O:3].C(N(CC)CC)C.Br[CH2:26][C:27]1[CH:32]=[CH:31][C:30]([C:33]([OH:42])([C:38]([F:41])([F:40])[F:39])[C:34]([F:37])([F:36])[F:35])=[CH:29][CH:28]=1. Product: [F:35][C:34]([F:36])([F:37])[C:33]([C:30]1[CH:31]=[CH:32][C:27]([CH2:26][N:12]2[CH2:11][CH2:10][CH:9]([O:8][C:7]3[CH:15]=[CH:16][CH:17]=[C:5]([N+:2]([O-:4])=[O:3])[CH:6]=3)[CH2:14][CH2:13]2)=[CH:28][CH:29]=1)([OH:42])[C:38]([F:39])([F:41])[F:40]. The catalyst class is: 4. (2) Reactant: [Cl:1][C:2]1[C:3]([F:10])=[C:4]([CH:7]=[CH:8][CH:9]=1)[CH:5]=O.[NH:11]1[CH2:17][CH2:16][CH2:15][CH:12]1[CH2:13][OH:14].C(O)(=O)C.C(O[BH-](OC(=O)C)OC(=O)C)(=O)C.[Na+].C(=O)([O-])O.[Na+]. Product: [Cl:1][C:2]1[C:3]([F:10])=[C:4]([CH:7]=[CH:8][CH:9]=1)[CH2:5][N:11]1[CH2:17][CH2:16][CH2:15][CH:12]1[CH2:13][OH:14]. The catalyst class is: 49. (3) The catalyst class is: 180. Reactant: [Cl:1][C:2]1[N:7]=[C:6]([N:8]([C@@H:16]2[CH2:20][CH2:19][C:18]([F:22])([F:21])[CH2:17]2)[C@H:9]([CH2:14][CH3:15])[C:10](OC)=[O:11])[C:5]([N+:23]([O-])=O)=[CH:4][N:3]=1. Product: [Cl:1][C:2]1[N:3]=[CH:4][C:5]2[NH:23][C:10](=[O:11])[C@@H:9]([CH2:14][CH3:15])[N:8]([C@@H:16]3[CH2:20][CH2:19][C:18]([F:22])([F:21])[CH2:17]3)[C:6]=2[N:7]=1. (4) Reactant: Cl.[CH3:2][C:3]1[N:7]2[C:8]3[CH:14]=[CH:13][N:12]([S:15]([C:18]4[CH:24]=[CH:23][C:21]([CH3:22])=[CH:20][CH:19]=4)(=[O:17])=[O:16])[C:9]=3[N:10]=[CH:11][C:6]2=[CH:5][N:4]=1.C1C(=O)N([Br:32])C(=O)C1.O.C([O-])(O)=O.[Na+]. Product: [Br:32][C:5]1[N:4]=[C:3]([CH3:2])[N:7]2[C:8]3[CH:14]=[CH:13][N:12]([S:15]([C:18]4[CH:24]=[CH:23][C:21]([CH3:22])=[CH:20][CH:19]=4)(=[O:16])=[O:17])[C:9]=3[N:10]=[CH:11][C:6]=12. The catalyst class is: 3. (5) Reactant: [S:1]1[CH:5]=[CH:4][C:3]2[CH:6]=[C:7]([CH2:10][S:11]([CH2:14][CH:15]([N:24]([O:27]CC3C=CC=CC=3)[CH:25]=[O:26])[C:16]3[CH:21]=[CH:20][C:19]([Cl:22])=[C:18]([Cl:23])[CH:17]=3)(=[O:13])=[O:12])[CH:8]=[CH:9][C:2]1=2.C1C=C(Cl)C=C(C(OO)=O)C=1.CSC. Product: [S:1]1[CH:5]=[CH:4][C:3]2[CH:6]=[C:7]([CH2:10][S:11]([CH2:14][CH:15]([N:24]([OH:27])[CH:25]=[O:26])[C:16]3[CH:21]=[CH:20][C:19]([Cl:22])=[C:18]([Cl:23])[CH:17]=3)(=[O:13])=[O:12])[CH:8]=[CH:9][C:2]1=2. The catalyst class is: 25. (6) Reactant: C(OC(=O)[NH:7][C:8]([C:14]1[CH:19]=[CH:18][CH:17]=[C:16]([Br:20])[CH:15]=1)([CH2:12][OH:13])[CH:9]([F:11])[F:10])(C)(C)C.[ClH:22]. The catalyst class is: 12. Product: [ClH:22].[NH2:7][C:8]([C:14]1[CH:19]=[CH:18][CH:17]=[C:16]([Br:20])[CH:15]=1)([CH:9]([F:10])[F:11])[CH2:12][OH:13]. (7) Reactant: [CH2:1]([N:8]1[CH2:13][CH2:12][C:11]2([C:21]3[C:16](=[CH:17][CH:18]=[CH:19][C:20]=3[CH2:22][NH:23]C(=O)OC(C)(C)C)[N:15]([C:31]3[C:32]4[CH:39]([CH:40]([CH3:42])[CH3:41])[CH2:38][CH2:37][C:33]=4[N:34]=[CH:35][N:36]=3)[CH2:14]2)[CH2:10][CH2:9]1)[C:2]1[CH:7]=[CH:6][CH:5]=[CH:4][CH:3]=1.[ClH:43]. Product: [ClH:43].[ClH:43].[ClH:43].[CH2:1]([N:8]1[CH2:13][CH2:12][C:11]2([C:21]3[C:16](=[CH:17][CH:18]=[CH:19][C:20]=3[CH2:22][NH2:23])[N:15]([C:31]3[C:32]4[CH:39]([CH:40]([CH3:42])[CH3:41])[CH2:38][CH2:37][C:33]=4[N:34]=[CH:35][N:36]=3)[CH2:14]2)[CH2:10][CH2:9]1)[C:2]1[CH:3]=[CH:4][CH:5]=[CH:6][CH:7]=1. The catalyst class is: 135. (8) Reactant: [N+:1]([C:4]1[CH:5]=[C:6]([S:10]([NH2:13])(=[O:12])=[O:11])[CH:7]=[CH:8][CH:9]=1)([O-])=O. Product: [NH2:1][C:4]1[CH:5]=[C:6]([S:10]([NH2:13])(=[O:11])=[O:12])[CH:7]=[CH:8][CH:9]=1. The catalyst class is: 19. (9) Reactant: [C:1]([C:4]1[C:5]([F:30])=[C:6]([CH:26]=[CH:27][C:28]=1[F:29])[O:7][CH:8]([C:14]1[S:15][CH:16]=[C:17]([C:19]2[CH:24]=[CH:23][C:22]([Cl:25])=[CH:21][CH:20]=2)[N:18]=1)[C:9](OCC)=[O:10])(=[O:3])[NH2:2].[BH4-].[Na+]. Product: [Cl:25][C:22]1[CH:23]=[CH:24][C:19]([C:17]2[N:18]=[C:14]([CH:8]([O:7][C:6]3[C:5]([F:30])=[C:4]([C:28]([F:29])=[CH:27][CH:26]=3)[C:1]([NH2:2])=[O:3])[CH2:9][OH:10])[S:15][CH:16]=2)=[CH:20][CH:21]=1. The catalyst class is: 5.